Task: Predict the reactants needed to synthesize the given product.. Dataset: Full USPTO retrosynthesis dataset with 1.9M reactions from patents (1976-2016) (1) Given the product [Br:1][C:2]1[CH:7]=[C:6]([C:8]#[C:9][C:12]2[CH:13]=[CH:14][C:15]([S:18]([F:21])([F:19])([F:23])([F:20])[F:22])=[CH:16][CH:17]=2)[CH:5]=[CH:4][C:3]=1[F:10], predict the reactants needed to synthesize it. The reactants are: [Br:1][C:2]1[CH:7]=[C:6]([C:8]#[CH:9])[CH:5]=[CH:4][C:3]=1[F:10].I[C:12]1[CH:17]=[CH:16][C:15]([S:18]([F:23])([F:22])([F:21])([F:20])[F:19])=[CH:14][CH:13]=1. (2) Given the product [F:1][C:2]([F:13])([F:12])[C:3]1[CH:11]=[CH:10][C:6]([C:7]2[O:8][CH2:16][CH2:17][N:18]=2)=[CH:5][CH:4]=1, predict the reactants needed to synthesize it. The reactants are: [F:1][C:2]([F:13])([F:12])[C:3]1[CH:11]=[CH:10][C:6]([C:7](Cl)=[O:8])=[CH:5][CH:4]=1.Br.Br[CH2:16][CH2:17][NH2:18].C(N(CC)CC)C. (3) Given the product [CH3:1][C:2]1[CH:3]=[CH:4][C:5]([C:8]2[C:9]([C:14]([NH:16][C:17]3[CH:18]=[CH:19][C:20]([CH2:23][C:24](=[O:25])[NH:49][C:50]4[CH:55]=[CH:54][CH:53]=[CH:52][N:51]=4)=[CH:21][CH:22]=3)=[O:15])=[CH:10][CH:11]=[CH:12][CH:13]=2)=[CH:6][CH:7]=1, predict the reactants needed to synthesize it. The reactants are: [CH3:1][C:2]1[CH:7]=[CH:6][C:5]([C:8]2[CH:13]=[CH:12][CH:11]=[CH:10][C:9]=2[C:14]([NH:16][C:17]2[CH:22]=[CH:21][C:20]([CH2:23][C:24](O)=[O:25])=[CH:19][CH:18]=2)=[O:15])=[CH:4][CH:3]=1.C1C=CC2N(O)N=NC=2C=1.CCN=C=NCCCN(C)C.Cl.[NH2:49][C:50]1[CH:55]=[CH:54][CH:53]=[CH:52][N:51]=1.